From a dataset of Reaction yield outcomes from USPTO patents with 853,638 reactions. Predict the reaction yield, written as a fraction of the theoretical maximum amount of product (1.0 means a 100% yield; for example, 0.34 means a 34% yield). (1) The reactants are [NH2:1][C:2]1[C:11]2[C:6](=[C:7](Br)[CH:8]=[CH:9][CH:10]=2)[N:5]=[N:4][C:3]=1[C:13]([NH:15][CH2:16][CH2:17][CH3:18])=[O:14].CC1(C)C(C)(C)OB([C:27]2[CH:28]=[C:29]3[C:34](=[CH:35][CH:36]=2)[N:33]=[CH:32][CH:31]=[CH:30]3)O1. The product is [NH2:1][C:2]1[C:11]2[C:6](=[C:7]([C:27]3[CH:28]=[C:29]4[C:34](=[CH:35][CH:36]=3)[N:33]=[CH:32][CH:31]=[CH:30]4)[CH:8]=[CH:9][CH:10]=2)[N:5]=[N:4][C:3]=1[C:13]([NH:15][CH2:16][CH2:17][CH3:18])=[O:14]. The yield is 0.919. No catalyst specified. (2) The reactants are [CH2:1]([OH:8])[C:2]1[CH:7]=[CH:6][CH:5]=[CH:4][CH:3]=1.Cl[S:10]([N:13]=[C:14]=[O:15])(=[O:12])=[O:11].Cl.[CH2:17]([O:19][C:20](=[O:23])[CH2:21][NH2:22])[CH3:18].C(N(CC)C(C)C)(C)C.Cl. The catalyst is C(#N)C.N1C=CC=CC=1. The product is [CH2:1]([O:8][C:14]([NH:13][S:10]([NH:22][CH2:21][C:20]([O:19][CH2:17][CH3:18])=[O:23])(=[O:12])=[O:11])=[O:15])[C:2]1[CH:7]=[CH:6][CH:5]=[CH:4][CH:3]=1. The yield is 0.960. (3) The reactants are [NH2:1][C:2]1[N:10]=[C:9]2[C:5]([N:6]=[CH:7][N:8]2[CH2:11][C:12]([OH:14])=O)=[C:4]([C:15]2[O:16][CH:17]=[CH:18][CH:19]=2)[N:3]=1.C(C1NC=CN=1)(C1NC=CN=1)=O.[CH2:32]([NH2:39])[C:33]1[CH:38]=[CH:37][CH:36]=[CH:35][CH:34]=1. The catalyst is CN(C=O)C.O. The product is [NH2:1][C:2]1[N:10]=[C:9]2[C:5]([N:6]=[CH:7][N:8]2[CH2:11][C:12]([NH:39][CH2:32][C:33]2[CH:38]=[CH:37][CH:36]=[CH:35][CH:34]=2)=[O:14])=[C:4]([C:15]2[O:16][CH:17]=[CH:18][CH:19]=2)[N:3]=1. The yield is 0.660. (4) The reactants are [CH:1]([C:3]1[CH:4]=[C:5](B(O)O)[O:6][CH:7]=1)=[O:2].I[C:12]1[C:20]2[C:15](=[N:16][CH:17]=[N:18][C:19]=2[NH2:21])[N:14]([CH:22]([CH3:24])[CH3:23])[N:13]=1.C([O-])([O-])=O.[Na+].[Na+]. The yield is 0.390. The product is [NH2:21][C:19]1[N:18]=[CH:17][N:16]=[C:15]2[N:14]([CH:22]([CH3:24])[CH3:23])[N:13]=[C:12]([C:5]3[O:6][CH:7]=[C:3]([CH:1]=[O:2])[CH:4]=3)[C:20]=12. The catalyst is CCO.COCCOC.C1C=CC([P]([Pd]([P](C2C=CC=CC=2)(C2C=CC=CC=2)C2C=CC=CC=2)([P](C2C=CC=CC=2)(C2C=CC=CC=2)C2C=CC=CC=2)[P](C2C=CC=CC=2)(C2C=CC=CC=2)C2C=CC=CC=2)(C2C=CC=CC=2)C2C=CC=CC=2)=CC=1. (5) The reactants are [N:1]1([C:6]([C:8]2[CH:27]=[CH:26][C:11]([CH2:12][N:13]3[C:21]4[CH2:20][CH2:19][CH2:18][CH2:17][C:16]=4[C:15]([C:22](OC)=[O:23])=[N:14]3)=[CH:10][CH:9]=2)=O)[CH2:5][CH2:4][CH2:3][CH2:2]1.[H-].[Al+3].[Li+].[H-].[H-].[H-].O.O.O.O.O.O.O.O.O.O.S([O-])([O-])(=O)=O.[Na+].[Na+]. The catalyst is C1COCC1. The product is [N:1]1([CH2:6][C:8]2[CH:27]=[CH:26][C:11]([CH2:12][N:13]3[C:21]4[CH2:20][CH2:19][CH2:18][CH2:17][C:16]=4[C:15]([CH2:22][OH:23])=[N:14]3)=[CH:10][CH:9]=2)[CH2:2][CH2:3][CH2:4][CH2:5]1. The yield is 0.210.